Dataset: Retrosynthesis with 50K atom-mapped reactions and 10 reaction types from USPTO. Task: Predict the reactants needed to synthesize the given product. Given the product Cc1c(C=O)[nH]c(Cl)c1C(=O)O, predict the reactants needed to synthesize it. The reactants are: CCOC(=O)c1c(Cl)[nH]c(C=O)c1C.